This data is from Peptide-MHC class II binding affinity with 134,281 pairs from IEDB. The task is: Regression. Given a peptide amino acid sequence and an MHC pseudo amino acid sequence, predict their binding affinity value. This is MHC class II binding data. (1) The peptide sequence is LISRVLDGLVMTTIS. The MHC is HLA-DPA10301-DPB10402 with pseudo-sequence HLA-DPA10301-DPB10402. The binding affinity (normalized) is 0.529. (2) The peptide sequence is PELGMNASHCNEMSW. The MHC is DRB1_0401 with pseudo-sequence DRB1_0401. The binding affinity (normalized) is 0.245.